Predict the reactants needed to synthesize the given product. From a dataset of Full USPTO retrosynthesis dataset with 1.9M reactions from patents (1976-2016). (1) Given the product [Br:22][CH2:2][CH2:3][CH2:4][C:5]([C:14]1[CH:19]=[CH:18][C:17]([OH:20])=[CH:16][CH:15]=1)([C:7]1[CH:12]=[CH:11][C:10]([OH:13])=[CH:9][CH:8]=1)[CH3:6], predict the reactants needed to synthesize it. The reactants are: O[CH2:2][CH2:3][CH2:4][C:5]([C:14]1[CH:19]=[CH:18][C:17]([OH:20])=[CH:16][CH:15]=1)([C:7]1[CH:12]=[CH:11][C:10]([OH:13])=[CH:9][CH:8]=1)[CH3:6].C(Br)(Br)(Br)[Br:22].C1(P(C2C=CC=CC=2)C2C=CC=CC=2)C=CC=CC=1. (2) Given the product [CH2:26]([NH:33][C:8]1[C:13]([C:14]2[N:18]=[CH:17][NH:16][N:15]=2)=[N:12][N:11]([C:19]2[CH:20]=[CH:21][CH:22]=[CH:23][CH:24]=2)[C:10](=[O:25])[CH:9]=1)[C:27]1[CH:32]=[CH:31][CH:30]=[CH:29][CH:28]=1, predict the reactants needed to synthesize it. The reactants are: O([C:8]1[C:13]([C:14]2[N:18]=[CH:17][NH:16][N:15]=2)=[N:12][N:11]([C:19]2[CH:24]=[CH:23][CH:22]=[CH:21][CH:20]=2)[C:10](=[O:25])[CH:9]=1)C1C=CC=CC=1.[CH2:26]([NH2:33])[C:27]1[CH:32]=[CH:31][CH:30]=[CH:29][CH:28]=1. (3) Given the product [Cl:1][C:2]1[CH:7]=[CH:6][CH:5]=[CH:4][C:3]=1[C:8]1[CH:9]=[N:10][C:11]2[N:12]([N:24]=[C:25]([S:45]([CH3:35])(=[O:49])=[O:47])[C:26]=2[C:27]([O:29][CH2:30][CH3:31])=[O:28])[C:13]=1[C:14]1[CH:15]=[CH:16][C:17]([C:20]([F:22])([F:21])[F:23])=[CH:18][CH:19]=1, predict the reactants needed to synthesize it. The reactants are: [Cl:1][C:2]1[CH:7]=[CH:6][CH:5]=[CH:4][C:3]=1[C:8]1[CH:9]=[N:10][C:11]2[N:12]([N:24]=[C:25](SC)[C:26]=2[C:27]([O:29][CH2:30][CH3:31])=[O:28])[C:13]=1[C:14]1[CH:19]=[CH:18][C:17]([C:20]([F:23])([F:22])[F:21])=[CH:16][CH:15]=1.Cl[C:35]1C=CC=C(C(OO)=O)C=1.[S:45]([O-:49])([O-])(=[O:47])=S.[Na+].[Na+]. (4) Given the product [CH3:13][O:12][C:9]1[CH:10]=[C:11]2[C:6](=[CH:7][CH:8]=1)[N:5]=[CH:4][C:3]([C:14]([O:16][CH2:17][CH3:18])=[O:15])=[CH:2]2, predict the reactants needed to synthesize it. The reactants are: Cl[C:2]1[C:11]2[C:6](=[CH:7][CH:8]=[C:9]([O:12][CH3:13])[CH:10]=2)[N:5]=[CH:4][C:3]=1[C:14]([O:16][CH2:17][CH3:18])=[O:15]. (5) The reactants are: [F:1][C:2]1[N:7]=[CH:6][C:5](B(O)O)=[CH:4][C:3]=1[CH3:11].FC(F)(F)S(O[C:18]1[CH:27]=[CH:26][CH:25]=[C:24]2[C:19]=1[CH2:20][C@H:21]([N:28]([CH2:36][C:37]1[CH:42]=[CH:41][CH:40]=[CH:39][CH:38]=1)[CH2:29][C:30]1[CH:35]=[CH:34][CH:33]=[CH:32][CH:31]=1)[CH2:22][O:23]2)(=O)=O. Given the product [CH2:36]([N:28]([CH2:29][C:30]1[CH:35]=[CH:34][CH:33]=[CH:32][CH:31]=1)[C@H:21]1[CH2:20][C:19]2[C:24](=[CH:25][CH:26]=[CH:27][C:18]=2[C:5]2[CH:6]=[N:7][C:2]([F:1])=[C:3]([CH3:11])[CH:4]=2)[O:23][CH2:22]1)[C:37]1[CH:38]=[CH:39][CH:40]=[CH:41][CH:42]=1, predict the reactants needed to synthesize it. (6) Given the product [CH3:40][O:39][C:34]1[CH:35]=[CH:36][CH:37]=[CH:38][C:33]=1[C:30]1[N:21]2[CH:22]=[C:23]([C:24]3[CH:29]=[CH:28][CH:27]=[CH:26][CH:25]=3)[C:18]([C:15]3[CH:16]=[CH:17][C:12]([C:8]4([NH2:7])[CH2:11][CH2:10][CH2:9]4)=[CH:13][CH:14]=3)=[N:19][C:20]2=[N:32][CH:31]=1, predict the reactants needed to synthesize it. The reactants are: C(OC(=O)[NH:7][C:8]1([C:12]2[CH:17]=[CH:16][C:15]([C:18]3[C:23]([C:24]4[CH:29]=[CH:28][CH:27]=[CH:26][CH:25]=4)=[CH:22][N:21]4[C:30]([C:33]5[CH:38]=[CH:37][CH:36]=[CH:35][C:34]=5[O:39][CH3:40])=[CH:31][N:32]=[C:20]4[N:19]=3)=[CH:14][CH:13]=2)[CH2:11][CH2:10][CH2:9]1)(C)(C)C.Cl.CO. (7) Given the product [F:6][C:7]([C:8]1([C:10]([F:13])([F:12])[F:11])[CH2:9][O:3]1)([F:24])[C:14]([F:23])([C:19]([F:21])([F:20])[F:22])[C:15]([F:17])([F:16])[F:18], predict the reactants needed to synthesize it. The reactants are: N#N.[OH-:3].[Na+].[Na].[F:6][C:7]([F:24])([C:14]([F:23])([C:19]([F:22])([F:21])[F:20])[C:15]([F:18])([F:17])[F:16])[C:8]([C:10]([F:13])([F:12])[F:11])=[CH2:9]. (8) Given the product [CH2:17]([O:16][C:14]([NH:6][C@H:5]([C:7]([OH:9])=[O:8])[CH2:4][CH:3]([C:2]([F:11])([F:12])[F:1])[CH3:10])=[O:15])[C:18]1[CH:23]=[CH:22][CH:21]=[CH:20][CH:19]=1, predict the reactants needed to synthesize it. The reactants are: [F:1][C:2]([F:12])([F:11])[CH:3]([CH3:10])[CH2:4][C@@H:5]([C:7]([OH:9])=[O:8])[NH2:6].Cl[C:14]([O:16][CH2:17][C:18]1[CH:23]=[CH:22][CH:21]=[CH:20][CH:19]=1)=[O:15].[OH-].[Na+].